Dataset: Peptide-MHC class I binding affinity with 185,985 pairs from IEDB/IMGT. Task: Regression. Given a peptide amino acid sequence and an MHC pseudo amino acid sequence, predict their binding affinity value. This is MHC class I binding data. (1) The peptide sequence is MKWMMAMKY. The MHC is HLA-B15:01 with pseudo-sequence HLA-B15:01. The binding affinity (normalized) is 0.0847. (2) The peptide sequence is RSTAIKVTK. The MHC is HLA-A03:01 with pseudo-sequence HLA-A03:01. The binding affinity (normalized) is 0.504. (3) The peptide sequence is ASDYSQGAF. The MHC is HLA-B40:01 with pseudo-sequence HLA-B40:01. The binding affinity (normalized) is 0.213. (4) The peptide sequence is RENHTEGLL. The MHC is HLA-B45:06 with pseudo-sequence HLA-B45:06. The binding affinity (normalized) is 0.213.